The task is: Predict the reactants needed to synthesize the given product.. This data is from Full USPTO retrosynthesis dataset with 1.9M reactions from patents (1976-2016). Given the product [F:1][C:2]1[CH:3]=[C:4]2[C:8](=[CH:9][CH:10]=1)[NH:7][C:6](=[O:11])[C:5]2([OH:12])[CH2:13][C:23](=[O:22])[CH3:24], predict the reactants needed to synthesize it. The reactants are: [F:1][C:2]1[CH:3]=[C:4]2[C:8](=[CH:9][CH:10]=1)[NH:7][C:6](=[O:11])[C:5]2=[O:12].[C:13]([O-])([O-])=O.[K+].[K+].C([O:22][CH2:23][CH3:24])(=O)C.